From a dataset of Forward reaction prediction with 1.9M reactions from USPTO patents (1976-2016). Predict the product of the given reaction. (1) Given the reactants [C:1]([O:5][CH:6]([C:11]1[C:12]([C:24]2[CH:29]=[CH:28][C:27]([Cl:30])=[CH:26][CH:25]=2)=[C:13]2[C:20]([CH3:21])=[C:19]([CH3:22])[N:18]([CH3:23])[C:14]2=[N:15][C:16]=1[CH3:17])[C:7]([O:9]C)=[O:8])([CH3:4])([CH3:3])[CH3:2].[OH-].[Na+].CO.Cl, predict the reaction product. The product is: [C:1]([O:5][CH:6]([C:11]1[C:12]([C:24]2[CH:25]=[CH:26][C:27]([Cl:30])=[CH:28][CH:29]=2)=[C:13]2[C:20]([CH3:21])=[C:19]([CH3:22])[N:18]([CH3:23])[C:14]2=[N:15][C:16]=1[CH3:17])[C:7]([OH:9])=[O:8])([CH3:4])([CH3:2])[CH3:3]. (2) Given the reactants [F:1][CH:2]([F:12])[O:3][C:4]1[CH:9]=[CH:8][C:7](I)=[CH:6][C:5]=1[CH3:11].[C:13]([C:15]1[CH:20]=[CH:19][CH:18]=[CH:17][CH:16]=1)#[CH:14].C(N(CC)CC)C, predict the reaction product. The product is: [F:1][CH:2]([F:12])[O:3][C:4]1[CH:9]=[CH:8][C:7]([C:14]#[C:13][C:15]2[CH:20]=[CH:19][CH:18]=[CH:17][CH:16]=2)=[CH:6][C:5]=1[CH3:11]. (3) Given the reactants [Cl:1][C:2]1[CH:7]=[CH:6][C:5]([CH:8]([C:20]2[CH:25]=[CH:24][C:23]([Cl:26])=[CH:22][CH:21]=2)[C:9]2[CH:10]=[C:11]3[C:16](=[CH:17][CH:18]=2)[N:15]=[CH:14][N:13]=[C:12]3Cl)=[CH:4][CH:3]=1.CC(O)C.Cl.Cl.[NH2:33][CH:34]1[CH2:39][CH2:38][N:37]([CH2:40][C:41]2[CH:50]=[CH:49][C:44]([C:45]([O:47][CH3:48])=[O:46])=[CH:43][CH:42]=2)[CH2:36][CH2:35]1, predict the reaction product. The product is: [Cl:1][C:2]1[CH:7]=[CH:6][C:5]([CH:8]([C:20]2[CH:25]=[CH:24][C:23]([Cl:26])=[CH:22][CH:21]=2)[C:9]2[CH:10]=[C:11]3[C:16](=[CH:17][CH:18]=2)[N:15]=[CH:14][N:13]=[C:12]3[NH:33][CH:34]2[CH2:35][CH2:36][N:37]([CH2:40][C:41]3[CH:50]=[CH:49][C:44]([C:45]([O:47][CH3:48])=[O:46])=[CH:43][CH:42]=3)[CH2:38][CH2:39]2)=[CH:4][CH:3]=1. (4) Given the reactants [Cl:1][C:2]1[CH:3]=[C:4]([C:12]2[O:16][N:15]=[C:14]([C:17]3[CH:18]=[CH:19][CH:20]=[C:21]4[C:25]=3[N:24](C)[CH:23]=[C:22]4C=O)[N:13]=2)[CH:5]=[CH:6][C:7]=1[O:8][CH:9]([CH3:11])[CH3:10].[CH3:29][NH:30][CH2:31][C:32]([OH:34])=[O:33].[C:35](O)(=O)C.[BH-](OC(C)=O)(OC(C)=O)OC(C)=O.[Na+], predict the reaction product. The product is: [Cl:1][C:2]1[CH:3]=[C:4]([C:12]2[O:16][N:15]=[C:14]([C:17]3[CH:18]=[CH:19][CH:20]=[C:21]4[C:25]=3[NH:24][CH:23]=[C:22]4[CH2:29][N:30]([CH3:35])[CH2:31][C:32]([OH:34])=[O:33])[N:13]=2)[CH:5]=[CH:6][C:7]=1[O:8][CH:9]([CH3:10])[CH3:11]. (5) Given the reactants Br[C:2]1[CH:3]=[CH:4][C:5]2[O:14][CH2:13][CH2:12][C:11]3[S:10][C:9]([C:15]4[N:16]([CH:20]([CH3:22])[CH3:21])[N:17]=[CH:18][N:19]=4)=[N:8][C:7]=3[C:6]=2[CH:23]=1.[CH:24]([O:27][C:28]1[C:33](B2OC(C)(C)C(C)(C)O2)=[CH:32][CH:31]=[CH:30][N:29]=1)([CH3:26])[CH3:25], predict the reaction product. The product is: [CH:24]([O:27][C:28]1[C:33]([C:2]2[CH:3]=[CH:4][C:5]3[O:14][CH2:13][CH2:12][C:11]4[S:10][C:9]([C:15]5[N:16]([CH:20]([CH3:22])[CH3:21])[N:17]=[CH:18][N:19]=5)=[N:8][C:7]=4[C:6]=3[CH:23]=2)=[CH:32][CH:31]=[CH:30][N:29]=1)([CH3:26])[CH3:25]. (6) Given the reactants [CH2:1]([C:3]1[CH:9]=[C:8]([Br:10])[CH:7]=[CH:6][C:4]=1[NH2:5])[CH3:2].N1C=CC=C[CH:12]=1.CB(O)O, predict the reaction product. The product is: [Br:10][C:8]1[CH:7]=[CH:6][C:4]([NH:5][CH3:12])=[C:3]([CH2:1][CH3:2])[CH:9]=1. (7) Given the reactants [OH:1][C:2]1[CH:7]=[CH:6][C:5]([C:8]([C:10]2[CH:15]=[CH:14][C:13]([OH:16])=[CH:12][CH:11]=2)=O)=[CH:4][CH:3]=1.[C:17]([C:23]1[CH:24]=[C:25]([O:29][CH2:30][C:31]([O:33][CH2:34][CH3:35])=[O:32])[CH:26]=[CH:27][CH:28]=1)(=O)[CH2:18][CH2:19][CH2:20][CH3:21], predict the reaction product. The product is: [CH2:34]([O:33][C:31](=[O:32])[CH2:30][O:29][C:25]1[CH:26]=[CH:27][CH:28]=[C:23]([C:17]([CH2:18][CH2:19][CH2:20][CH3:21])=[C:8]([C:10]2[CH:15]=[CH:14][C:13]([OH:16])=[CH:12][CH:11]=2)[C:5]2[CH:6]=[CH:7][C:2]([OH:1])=[CH:3][CH:4]=2)[CH:24]=1)[CH3:35]. (8) Given the reactants [CH3:1][C:2]1[C:3](=[O:13])[NH:4][C:5](=[O:12])[NH:6][C:7]=1[C:8]([F:11])([F:10])[F:9].C(=O)([O-])[O-].[K+].[K+].Br[CH2:21][CH2:22]Br.O, predict the reaction product. The product is: [CH3:1][C:2]1[C:3](=[O:13])[N:4]2[CH2:21][CH2:22][O:12][C:5]2=[N:6][C:7]=1[C:8]([F:11])([F:10])[F:9].